Task: Predict the reactants needed to synthesize the given product.. Dataset: Full USPTO retrosynthesis dataset with 1.9M reactions from patents (1976-2016) (1) Given the product [Br:15][C:7]1[CH:8]=[CH:9][CH:10]=[C:11]([N+:12]([O-:14])=[O:13])[C:6]=1[CH2:5][O:4][Si:28]([C:24]([CH3:27])([CH3:26])[CH3:25])([CH3:31])[CH3:30], predict the reactants needed to synthesize it. The reactants are: C([O:4][CH2:5][C:6]1[C:11]([N+:12]([O-:14])=[O:13])=[CH:10][CH:9]=[CH:8][C:7]=1[Br:15])(=O)C.O.[OH-].[Li+].N1C=CN=C1.[C:24]([Si:28]([CH3:31])([CH3:30])Cl)([CH3:27])([CH3:26])[CH3:25]. (2) Given the product [Cl:1][C:2]1[CH:3]=[C:4]([CH:8]=[C:9]([Cl:11])[CH:10]=1)[C:5]([O:7][CH3:17])=[O:6], predict the reactants needed to synthesize it. The reactants are: [Cl:1][C:2]1[CH:3]=[C:4]([CH:8]=[C:9]([Cl:11])[CH:10]=1)[C:5]([OH:7])=[O:6].S(=O)(=O)(O)O.[CH3:17]O. (3) Given the product [CH2:1]([O:8][C:9]1[C:18]2[C:13](=[CH:14][CH:15]=[CH:16][CH:17]=2)[N:12]=[C:11]([CH2:19][S:20]([CH2:21][CH2:22][CH2:23][CH2:24][CH2:25][CH2:26][CH3:27])=[O:37])[C:10]=1[CH3:28])[C:2]1[CH:3]=[CH:4][CH:5]=[CH:6][CH:7]=1, predict the reactants needed to synthesize it. The reactants are: [CH2:1]([O:8][C:9]1[C:18]2[C:13](=[CH:14][CH:15]=[CH:16][CH:17]=2)[N:12]=[C:11]([CH2:19][S:20][CH2:21][CH2:22][CH2:23][CH2:24][CH2:25][CH2:26][CH3:27])[C:10]=1[CH3:28])[C:2]1[CH:7]=[CH:6][CH:5]=[CH:4][CH:3]=1.ClC1C=CC=C(C(OO)=[O:37])C=1.[OH-].[Na+]. (4) The reactants are: N.[NH2:2][C:3]1[N:8]([C:9]2[CH:14]=[CH:13][C:12]([O:15][CH3:16])=[CH:11][CH:10]=2)[C:7](=[S:17])[NH:6][C:5](=[O:18])[C:4]=1[N:19]=O.S(S([O-])=O)([O-])=O.[Na+].[Na+]. Given the product [NH2:19][C:4]1[C:5](=[O:18])[NH:6][C:7](=[S:17])[N:8]([C:9]2[CH:10]=[CH:11][C:12]([O:15][CH3:16])=[CH:13][CH:14]=2)[C:3]=1[NH2:2], predict the reactants needed to synthesize it. (5) Given the product [Cl:29][C:23]1[CH:24]=[C:25]([Cl:28])[CH:26]=[CH:27][C:22]=1[C:17]1[C:16]2[C:21](=[C:13]([CH:11]([C:7]3[NH:6][CH:10]=[CH:9][N:8]=3)[OH:12])[N:14]([CH3:30])[N:15]=2)[CH:20]=[CH:19][CH:18]=1, predict the reactants needed to synthesize it. The reactants are: CN(C)S([N:6]1[CH:10]=[CH:9][N:8]=[C:7]1[CH:11]([C:13]1[N:14]([CH3:30])[N:15]=[C:16]2[C:21]=1[CH:20]=[CH:19][CH:18]=[C:17]2[C:22]1[CH:27]=[CH:26][C:25]([Cl:28])=[CH:24][C:23]=1[Cl:29])[OH:12])(=O)=O.O.OS(O)(=O)=O.C([O-])(O)=O.[Na+].